This data is from NCI-60 drug combinations with 297,098 pairs across 59 cell lines. The task is: Regression. Given two drug SMILES strings and cell line genomic features, predict the synergy score measuring deviation from expected non-interaction effect. (1) Drug 1: C1=CC(=CC=C1CC(C(=O)O)N)N(CCCl)CCCl.Cl. Drug 2: C(CC(=O)O)C(=O)CN.Cl. Cell line: SK-MEL-5. Synergy scores: CSS=16.6, Synergy_ZIP=-3.51, Synergy_Bliss=-2.78, Synergy_Loewe=-5.79, Synergy_HSA=-5.62. (2) Drug 1: CCC1=C2CN3C(=CC4=C(C3=O)COC(=O)C4(CC)O)C2=NC5=C1C=C(C=C5)O. Drug 2: CN1C=C(C=N1)C2=C3N=C(C(=C(N3N=C2)N)Br)C4CCCNC4. Cell line: T-47D. Synergy scores: CSS=5.83, Synergy_ZIP=-4.25, Synergy_Bliss=-6.32, Synergy_Loewe=-59.2, Synergy_HSA=-11.7. (3) Drug 1: CN1CCC(CC1)COC2=C(C=C3C(=C2)N=CN=C3NC4=C(C=C(C=C4)Br)F)OC. Drug 2: C1=CN(C(=O)N=C1N)C2C(C(C(O2)CO)O)O.Cl. Cell line: NCI-H226. Synergy scores: CSS=20.3, Synergy_ZIP=-0.296, Synergy_Bliss=6.27, Synergy_Loewe=7.39, Synergy_HSA=8.01.